From a dataset of Reaction yield outcomes from USPTO patents with 853,638 reactions. Predict the reaction yield, written as a fraction of the theoretical maximum amount of product (1.0 means a 100% yield; for example, 0.34 means a 34% yield). (1) The reactants are Cl[C:2]([O:4][CH2:5][CH3:6])=[O:3].[F:7][C:8]1[C:13]([F:14])=[CH:12][CH:11]=[CH:10][C:9]=1[OH:15].C(N(CC)CC)C.Cl. The catalyst is CCOC(C)=O. The product is [C:2](=[O:3])([O:4][CH2:5][CH3:6])[O:15][C:9]1[CH:10]=[CH:11][CH:12]=[C:13]([F:14])[C:8]=1[F:7]. The yield is 0.640. (2) The yield is 0.750. The product is [F:20][C:18]1[CH:19]=[C:14]([CH2:13][CH:9]([NH2:8])[CH2:10][NH2:12])[CH:15]=[C:16]([F:21])[CH:17]=1. The reactants are NC(CCC)C#N.[NH2:8][CH:9]([CH2:13][C:14]1[CH:19]=[C:18]([F:20])[CH:17]=[C:16]([F:21])[CH:15]=1)[C:10]([NH2:12])=O.[H-].[Al+3].[Li+].[H-].[H-].[H-]. No catalyst specified. (3) The reactants are O.C(O)(=O)C.[CH:6]([S:9][C:10]1[CH:15]=[C:14]([C:16]2[C:21]([Cl:22])=[CH:20][C:19]([C:23]([F:26])([F:25])[F:24])=[CH:18][C:17]=2[Cl:27])[CH:13]=[CH:12][C:11]=1[N+:28]([O-])=O)([CH3:8])[CH3:7].C(SC1C=C(C2C(C(F)(F)F)=NNC=2)C=CC=1C(OC)=O)CC. The catalyst is C1(C)C=CC=CC=1.[Fe]. The product is [Cl:27][C:17]1[CH:18]=[C:19]([C:23]([F:26])([F:24])[F:25])[CH:20]=[C:21]([Cl:22])[C:16]=1[C:14]1[CH:13]=[CH:12][C:11]([NH2:28])=[C:10]([S:9][CH:6]([CH3:8])[CH3:7])[CH:15]=1. The yield is 0.360. (4) The reactants are [CH3:1][O:2][C:3](=[O:19])[CH:4]([C:9]1[CH:14]=[CH:13][C:12]([N+:15]([O-:17])=[O:16])=[C:11](Br)[CH:10]=1)[C:5]([O:7][CH3:8])=[O:6].[C:20]1(B(O)O)[CH2:25][CH2:24][CH2:23][CH2:22][CH:21]=1.[O-]P([O-])([O-])=O.[K+].[K+].[K+].CCOC(C)=O. The catalyst is CN(C=O)C.C1C=CC(P(C2C=CC=CC=2)[C-]2C=CC=C2)=CC=1.C1C=CC(P(C2C=CC=CC=2)[C-]2C=CC=C2)=CC=1.Cl[Pd]Cl.[Fe+2]. The product is [CH3:1][O:2][C:3](=[O:19])[CH:4]([C:9]1[CH:14]=[CH:13][C:12]([N+:15]([O-:17])=[O:16])=[C:11]([C:20]2[CH2:25][CH2:24][CH2:23][CH2:22][CH:21]=2)[CH:10]=1)[C:5]([O:7][CH3:8])=[O:6]. The yield is 0.700. (5) The reactants are [CH3:1][C:2]1[NH:3][C:4]2[C:9]([C:10]=1C(OC)=O)=[CH:8][CH:7]=[CH:6][CH:5]=2.[C:15](=[O:18])([O-])[O-:16].[Cs+].[Cs+].Br[CH:22]([CH2:24][CH3:25])[CH3:23].[CH3:26]N(C)C=O. No catalyst specified. The product is [CH:22]([N:3]1[C:4]2[C:9](=[CH:8][CH:7]=[CH:6][CH:5]=2)[CH2:10][C:2]1([CH3:1])[C:15]([O:16][CH3:26])=[O:18])([CH2:24][CH3:25])[CH3:23]. The yield is 0.220.